From a dataset of Forward reaction prediction with 1.9M reactions from USPTO patents (1976-2016). Predict the product of the given reaction. (1) Given the reactants C(OC([N:8]1[CH2:13][CH2:12][CH2:11][C:10](=O)[CH2:9]1)=O)(C)(C)C.[C-]#N.[K+].[C:18](=[O:21])([O-])[O-].[NH4+:22].[NH4+:23].[CH2:24]([OH:26])C, predict the reaction product. The product is: [C:18]1(=[O:21])[C:10]2([CH2:9][NH:8][CH2:13][CH2:12][CH2:11]2)[NH:23][C:24](=[O:26])[NH:22]1. (2) Given the reactants [Br:1][C:2]1[C:7]([F:8])=[CH:6][C:5]([NH:9][C:10](=[O:14])[CH:11]=NO)=[C:4]([F:15])[CH:3]=1.[OH:16]S(O)(=O)=O, predict the reaction product. The product is: [Br:1][C:2]1[C:7]([F:8])=[C:6]2[C:5](=[C:4]([F:15])[CH:3]=1)[NH:9][C:10](=[O:14])[C:11]2=[O:16]. (3) Given the reactants Cl[C:2]1[C:3]2[C:4](=[CH:13][N:14](CC3C=CC(OC)=CC=3)[N:15]=2)[N:5]=[C:6]([C:8]2[CH:12]=[CH:11][S:10][CH:9]=2)[N:7]=1.[NH2:25][C:26]1[CH:31]=[CH:30][C:29]([NH:32][C:33]([NH:35][C:36]2[CH:37]=[C:38]([CH3:42])[CH:39]=[CH:40][CH:41]=2)=[O:34])=[CH:28][CH:27]=1.Cl, predict the reaction product. The product is: [S:10]1[CH:11]=[CH:12][C:8]([C:6]2[N:7]=[C:2]([NH:25][C:26]3[CH:27]=[CH:28][C:29]([NH:32][C:33]([NH:35][C:36]4[CH:37]=[C:38]([CH3:42])[CH:39]=[CH:40][CH:41]=4)=[O:34])=[CH:30][CH:31]=3)[C:3]3[NH:15][N:14]=[CH:13][C:4]=3[N:5]=2)=[CH:9]1.